This data is from Reaction yield outcomes from USPTO patents with 853,638 reactions. The task is: Predict the reaction yield, written as a fraction of the theoretical maximum amount of product (1.0 means a 100% yield; for example, 0.34 means a 34% yield). (1) The reactants are [OH:1][C:2]1[CH:20]=[CH:19][C:5]([C:6]2[C:15](=[O:16])[C:14]3[C:9](=[C:10]([CH3:18])[C:11]([OH:17])=[CH:12][CH:13]=3)[O:8][CH:7]=2)=[CH:4][CH:3]=1.[C:21](OC(=O)C)(=[O:23])[CH3:22].[CH3:28][C:29](CC(O)=O)=[O:30]. The catalyst is N1C=CC=CC=1. The product is [C:21]([O:1][C:2]1[CH:20]=[CH:19][C:5]([C:6]2[C:15](=[O:16])[C:14]3[C:9](=[C:10]([CH3:18])[C:11]([O:17][C:29](=[O:30])[CH3:28])=[CH:12][CH:13]=3)[O:8][CH:7]=2)=[CH:4][CH:3]=1)(=[O:23])[CH3:22]. The yield is 0.840. (2) The catalyst is C1COCC1.C(N(CC)CC)C.Cl[Pd](Cl)([P](C1C=CC=CC=1)(C1C=CC=CC=1)C1C=CC=CC=1)[P](C1C=CC=CC=1)(C1C=CC=CC=1)C1C=CC=CC=1.[Cu](I)I. The reactants are [CH:1]1([C:5]2[C:14](I)=[CH:13][C:8]([C:9]([O:11][CH3:12])=[O:10])=[C:7]([CH3:16])[CH:6]=2)[CH2:4][CH2:3][CH2:2]1.[CH3:17][Si:18]([C:21]#[CH:22])([CH3:20])[CH3:19]. The product is [CH:1]1([C:5]2[C:14]([C:22]#[C:21][Si:18]([CH3:20])([CH3:19])[CH3:17])=[CH:13][C:8]([C:9]([O:11][CH3:12])=[O:10])=[C:7]([CH3:16])[CH:6]=2)[CH2:4][CH2:3][CH2:2]1. The yield is 0.970. (3) The reactants are CS(O[CH2:6][CH2:7][N:8]1[CH:12]=[C:11]([C:13]2[CH:18]=[C:17]([C:19]([O:21]C)=[O:20])[CH:16]=[CH:15][N:14]=2)[N:10]=[CH:9]1)(=O)=O.[F:23][C:24]1[CH:29]=[CH:28][C:27]([CH2:30][NH:31][CH:32]2[CH2:34][CH2:33]2)=[CH:26][CH:25]=1. No catalyst specified. The product is [CH:32]1([N:31]([CH2:30][C:27]2[CH:28]=[CH:29][C:24]([F:23])=[CH:25][CH:26]=2)[CH2:6][CH2:7][N:8]2[CH:12]=[C:11]([C:13]3[CH:18]=[C:17]([C:19]([OH:21])=[O:20])[CH:16]=[CH:15][N:14]=3)[N:10]=[CH:9]2)[CH2:34][CH2:33]1. The yield is 0.0900. (4) The reactants are CO/[N:3]=[C:4](\[C:11]1[CH:16]=[CH:15][C:14]([Cl:17])=[CH:13][CH:12]=1)/[CH2:5][N:6]1[CH:10]=[CH:9][CH:8]=[N:7]1.O.[OH-].[Na+].C(OCC)C. The catalyst is C1COCC1. The product is [Cl:17][C:14]1[CH:15]=[CH:16][C:11]([CH:4]([NH2:3])[CH2:5][N:6]2[CH:10]=[CH:9][CH:8]=[N:7]2)=[CH:12][CH:13]=1. The yield is 0.550.